From a dataset of Catalyst prediction with 721,799 reactions and 888 catalyst types from USPTO. Predict which catalyst facilitates the given reaction. (1) Reactant: Br[C:2]1[CH:9]=[N:8][CH:7]=[C:6]([Br:10])[C:3]=1[CH:4]=[O:5].[C:11]12[CH2:23][CH2:22][CH2:21][CH2:20][C:19]=1[S:18][C:17]1[C:16](=[O:24])[NH:15][N:14]=[CH:13][C:12]2=1.C(=O)([O-])[O-].[Cs+].[Cs+].COC1C2C(=C3C(=CC=2)C(OC)=CC=N3)N=CC=1. Product: [Br:10][C:6]1[CH:7]=[N:8][CH:9]=[C:2]([N:15]2[C:16](=[O:24])[C:17]3[S:18][C:19]4[CH2:20][CH2:21][CH2:22][CH2:23][C:11]=4[C:12]=3[CH:13]=[N:14]2)[C:3]=1[CH:4]=[O:5]. The catalyst class is: 12. (2) Reactant: Cl.Cl.[O:3]1[C:8]2[CH:9]=[CH:10][CH:11]=[CH:12][C:7]=2[O:6][CH2:5][C@@H:4]1[C:13]1[CH:25]=[CH:24][C:16]([CH2:17][N:18]2[CH2:23][CH2:22][NH:21][CH2:20][CH2:19]2)=[CH:15][CH:14]=1.[CH3:26][O:27][C:28](=[O:37])[C:29]1[CH:34]=[CH:33][C:32]([CH:35]=O)=[CH:31][CH:30]=1.C([BH3-])#N.[Na+].CCN(C(C)C)C(C)C. Product: [CH3:26][O:27][C:28](=[O:37])[C:29]1[CH:34]=[CH:33][C:32]([CH2:35][N:21]2[CH2:20][CH2:19][N:18]([CH2:17][C:16]3[CH:15]=[CH:14][C:13]([C@@H:4]4[O:3][C:8]5[CH:9]=[CH:10][CH:11]=[CH:12][C:7]=5[O:6][CH2:5]4)=[CH:25][CH:24]=3)[CH2:23][CH2:22]2)=[CH:31][CH:30]=1. The catalyst class is: 130. (3) Reactant: [Si]([O:8][C@H:9]([CH3:42])[C@H:10]([C:22]1[O:26][C:25]([C:27]2[CH:32]=[CH:31][C:30]([NH:33][C:34](=[O:41])[C:35]3[CH:40]=[CH:39][CH:38]=[CH:37][CH:36]=3)=[CH:29][CH:28]=2)=[N:24][N:23]=1)[NH:11][C:12]1[CH:17]=[CH:16][C:15]([C:18]#[N:19])=[C:14]([Cl:20])[C:13]=1[CH3:21])(C(C)(C)C)(C)C.CCCC[N+](CCCC)(CCCC)CCCC.[F-]. Product: [Cl:20][C:14]1[C:13]([CH3:21])=[C:12]([NH:11][C@@H:10]([C:22]2[O:26][C:25]([C:27]3[CH:32]=[CH:31][C:30]([NH:33][C:34](=[O:41])[C:35]4[CH:40]=[CH:39][CH:38]=[CH:37][CH:36]=4)=[CH:29][CH:28]=3)=[N:24][N:23]=2)[C@H:9]([OH:8])[CH3:42])[CH:17]=[CH:16][C:15]=1[C:18]#[N:19]. The catalyst class is: 1. (4) Reactant: Cl[C:2]1[N:7]2[CH:8]=[CH:9][N:10]=[C:6]2[N:5]=[C:4]([Cl:11])[C:3]=1[C:12]1[C:17]([F:18])=[CH:16][C:15]([F:19])=[CH:14][C:13]=1[F:20].[CH3:21][CH:22]1[CH2:27][CH2:26][NH:25][CH2:24][CH2:23]1.[Cl-].[NH4+]. Product: [CH3:21][CH:22]1[CH2:27][CH2:26][N:25]([C:2]2[N:7]3[CH:8]=[CH:9][N:10]=[C:6]3[N:5]=[C:4]([Cl:11])[C:3]=2[C:12]2[C:17]([F:18])=[CH:16][C:15]([F:19])=[CH:14][C:13]=2[F:20])[CH2:24][CH2:23]1. The catalyst class is: 22. (5) Reactant: C[O:2][C:3]1[C:8]([CH2:9][N:10]2[CH2:15][CH2:14][CH:13]([CH2:16][C:17]([C:19]3[C:20]([Cl:25])=[N:21][CH:22]=[CH:23][CH:24]=3)=[O:18])[CH2:12][CH2:11]2)=[CH:7][CH:6]=[CH:5][N:4]=1.C(OC(=O)C)C.Cl. Product: [O:2]=[C:3]1[C:8]([CH2:9][N:10]2[CH2:11][CH2:12][CH:13]([CH2:16][C:17]([C:19]3[C:20]([Cl:25])=[N:21][CH:22]=[CH:23][CH:24]=3)=[O:18])[CH2:14][CH2:15]2)=[CH:7][CH:6]=[CH:5][NH:4]1. The catalyst class is: 10. (6) Reactant: C([N:4]1[C:12]2[C:7](=[CH:8][CH:9]=[CH:10][CH:11]=2)[C:6](=[C:13](OCC)[C:14]2[CH:19]=[CH:18][CH:17]=[CH:16][CH:15]=2)[C:5]1=[O:23])(=O)C.[NH2:24][C:25]1[CH:32]=[CH:31][C:28]([C:29]#[N:30])=[CH:27][CH:26]=1.[OH-].[Na+]. Product: [C:29]([C:28]1[CH:31]=[CH:32][C:25]([NH:24]/[C:13](=[C:6]2\[C:5](=[O:23])[NH:4][C:12]3[C:7]\2=[CH:8][CH:9]=[CH:10][CH:11]=3)/[C:14]2[CH:15]=[CH:16][CH:17]=[CH:18][CH:19]=2)=[CH:26][CH:27]=1)#[N:30]. The catalyst class is: 3.